From a dataset of Forward reaction prediction with 1.9M reactions from USPTO patents (1976-2016). Predict the product of the given reaction. (1) Given the reactants [C:1]([O:5][C:6]([N:8]1[CH2:13][CH2:12][CH:11]([CH2:14][OH:15])[CH2:10][CH2:9]1)=[O:7])([CH3:4])([CH3:3])[CH3:2].Cl[C:17]([O:19][C:20]1[CH:25]=[CH:24][CH:23]=[CH:22][CH:21]=1)=[O:18], predict the reaction product. The product is: [C:1]([O:5][C:6]([N:8]1[CH2:13][CH2:12][CH:11]([CH2:14][O:15][C:17]([O:19][C:20]2[CH:25]=[CH:24][CH:23]=[CH:22][CH:21]=2)=[O:18])[CH2:10][CH2:9]1)=[O:7])([CH3:4])([CH3:3])[CH3:2]. (2) Given the reactants OC(C(F)(F)F)=O.[N:8]1([CH2:14][C:15]2[N:16]=[N:17][C:18]3[C:19](=[C:21]([NH2:26])[N:22]=[C:23]([NH2:25])[N:24]=3)[N:20]=2)[CH2:13][CH2:12][NH:11][CH2:10][CH2:9]1.[Cl:27][C:28]1[CH:29]=[C:30]([CH:33]=[CH:34][CH:35]=1)[CH2:31]Cl.C(=O)([O-])[O-].[K+].[K+].CC#N.O, predict the reaction product. The product is: [Cl:27][C:28]1[CH:29]=[C:30]([CH:33]=[CH:34][CH:35]=1)[CH2:31][N:11]1[CH2:12][CH2:13][N:8]([CH2:14][C:15]2[N:16]=[N:17][C:18]3[C:19](=[C:21]([NH2:26])[N:22]=[C:23]([NH2:25])[N:24]=3)[N:20]=2)[CH2:9][CH2:10]1. (3) Given the reactants [OH:1][C:2]1[C:3]2[C:4]3[C:5]([C:24](=[O:34])[N:25]([C:27]4[CH:32]=[CH:31][CH:30]=[CH:29][C:28]=4[CH3:33])[N:26]=3)=[CH:6][N:7]([CH2:12][C:13]3[CH:18]=[CH:17][C:16]([N:19]4[CH:23]=[CH:22][CH:21]=[N:20]4)=[CH:15][CH:14]=3)[C:8]=2[CH:9]=[CH:10][CH:11]=1.[F:35][C:36]([F:49])([F:48])[S:37](O[S:37]([C:36]([F:49])([F:48])[F:35])(=[O:39])=[O:38])(=[O:39])=[O:38].C(=O)(O)[O-].[Na+], predict the reaction product. The product is: [F:35][C:36]([F:49])([F:48])[S:37]([O:1][C:2]1[C:3]2[C:4]3[C:5]([C:24](=[O:34])[N:25]([C:27]4[CH:32]=[CH:31][CH:30]=[CH:29][C:28]=4[CH3:33])[N:26]=3)=[CH:6][N:7]([CH2:12][C:13]3[CH:18]=[CH:17][C:16]([N:19]4[CH:23]=[CH:22][CH:21]=[N:20]4)=[CH:15][CH:14]=3)[C:8]=2[CH:9]=[CH:10][CH:11]=1)(=[O:39])=[O:38]. (4) Given the reactants C[O:2][C:3]([C:5]1[C:6]([CH3:28])=[CH:7][C:8]([CH3:27])=[C:9]([C:11]2[NH:26][C:14]3[CH2:15][N:16]([C:19]([O:21][C:22]([CH3:25])([CH3:24])[CH3:23])=[O:20])[CH2:17][CH2:18][C:13]=3[N:12]=2)[CH:10]=1)=[O:4].[OH-].[Na+], predict the reaction product. The product is: [C:22]([O:21][C:19]([N:16]1[CH2:17][CH2:18][C:13]2[N:12]=[C:11]([C:9]3[C:8]([CH3:27])=[CH:7][C:6]([CH3:28])=[C:5]([CH:10]=3)[C:3]([OH:4])=[O:2])[NH:26][C:14]=2[CH2:15]1)=[O:20])([CH3:25])([CH3:24])[CH3:23]. (5) Given the reactants C1N=C[N:3]([C:6]([N:8]2[CH:12]=N[CH:10]=[CH:9]2)=[O:7])C=1.[CH2:13]([C:16]1[C:24]2[O:23][N:22]=[C:21]([C:25]([F:28])([F:27])[F:26])[C:20]=2[CH:19]=[CH:18][C:17]=1[O:29][CH2:30]CCNC)[CH2:14][CH3:15].[Li+].[CH3:36][Si]([N-][Si](C)(C)C)(C)C.[O:45]1[CH:49]=[CH:48][N:47]=[C:46]1N.[NH4+].[Cl-], predict the reaction product. The product is: [CH3:36][C:49]1[O:45][CH2:46][N:47]([NH:3][C:6](=[O:7])[N:8]([CH3:12])[CH2:9][CH2:10][CH2:30][O:29][C:17]2[CH:18]=[CH:19][C:20]3[C:21]([C:25]([F:26])([F:27])[F:28])=[N:22][O:23][C:24]=3[C:16]=2[CH2:13][CH2:14][CH3:15])[CH:48]=1. (6) Given the reactants [Cl:1][C:2]1[CH:3]=[CH:4][C:5]2[CH2:12][NH:11][C:10]3[CH:13]=[CH:14][CH:15]=[CH:16][C:9]=3[CH:8]=[CH:7][C:6]=2[CH:17]=1.CCN(CC)CC.Cl[C:26](=[O:34])[CH2:27][CH2:28][CH2:29][C:30]([O:32][CH3:33])=[O:31], predict the reaction product. The product is: [Cl:1][C:2]1[CH:3]=[CH:4][C:5]2[CH2:12][N:11]([C:26](=[O:34])[CH2:27][CH2:28][CH2:29][C:30]([O:32][CH3:33])=[O:31])[C:10]3[CH:13]=[CH:14][CH:15]=[CH:16][C:9]=3[CH:8]=[CH:7][C:6]=2[CH:17]=1. (7) Given the reactants COC1C=C(C(Cl)=O)C=CC=1.[CH3:12][O:13][C:14]1[CH:15]=[C:16]2[C:21](=[CH:22][C:23]=1[O:24][CH3:25])[N:20]=[CH:19][CH:18]=[C:17]2[O:26][C:27]1[CH:33]=[CH:32][C:30]([NH2:31])=[CH:29][C:28]=1[F:34].[CH3:35][O:36][C:37]1[CH:38]=[C:39]([C:43]([N:45]=[C:46]=[S:47])=[O:44])[CH:40]=[CH:41][CH:42]=1, predict the reaction product. The product is: [CH3:35][O:36][C:37]1[CH:38]=[C:39]([C:43]([N:45]=[C:46]=[S:47])=[O:44])[CH:40]=[CH:41][CH:42]=1.[CH3:12][O:13][C:14]1[CH:15]=[C:16]2[C:21](=[CH:22][C:23]=1[O:24][CH3:25])[N:20]=[CH:19][CH:18]=[C:17]2[O:26][C:27]1[CH:33]=[CH:32][C:30]([NH:31][C:46]([NH:45][C:43](=[O:44])[C:39]2[CH:40]=[CH:41][CH:42]=[C:37]([O:36][CH3:35])[CH:38]=2)=[S:47])=[CH:29][C:28]=1[F:34]. (8) Given the reactants [F:1][C:2]([F:13])([F:12])[C:3]1N=[CH:7][C:6](B(O)O)=[CH:5][CH:4]=1.Br[C:15]1[N:20]=[C:19]([CH:21]=[O:22])[CH:18]=[CH:17][CH:16]=1.Br[C:24]1N=C(C=O)C(F)=CC=1, predict the reaction product. The product is: [F:1][C:2]([F:13])([F:12])[C:3]1[CH:24]=[CH:7][C:6]([C:15]2[N:20]=[C:19]([CH:21]=[O:22])[CH:18]=[CH:17][CH:16]=2)=[CH:5][CH:4]=1. (9) Given the reactants Cl[C:2]([O:4][CH2:5][CH2:6][CH2:7][CH2:8][CH3:9])=[O:3].[CH:10]1[C:16]([NH2:17])=[N:15][C:13](=[O:14])[N:12]([C@@H:18]2[O:22][C@H:21]([CH2:23][OH:24])[C@@H:20]([OH:25])[C:19]2([F:27])[F:26])[CH:11]=1.Cl, predict the reaction product. The product is: [F:27][C:19]1([F:26])[C@H:20]([OH:25])[C@@H:21]([CH2:23][OH:24])[O:22][C@H:18]1[N:12]1[CH:11]=[CH:10][C:16]([NH:17][C:2]([O:4][CH2:5][CH2:6][CH2:7][CH2:8][CH3:9])=[O:3])=[N:15][C:13]1=[O:14].